From a dataset of Catalyst prediction with 721,799 reactions and 888 catalyst types from USPTO. Predict which catalyst facilitates the given reaction. Reactant: [OH:1][C:2]1[CH:7]=[CH:6][C:5]([S:8]([NH2:11])(=[O:10])=[O:9])=[CH:4][CH:3]=1.Br[CH2:13][CH2:14][CH2:15][CH2:16][CH2:17][CH2:18][NH:19][C:20](=[O:26])[O:21][C:22]([CH3:25])([CH3:24])[CH3:23].C([O-])([O-])=O.[K+].[K+]. Product: [S:8]([C:5]1[CH:6]=[CH:7][C:2]([O:1][CH2:13][CH2:14][CH2:15][CH2:16][CH2:17][CH2:18][NH:19][C:20](=[O:26])[O:21][C:22]([CH3:25])([CH3:24])[CH3:23])=[CH:3][CH:4]=1)(=[O:9])(=[O:10])[NH2:11]. The catalyst class is: 33.